Dataset: Experimentally validated miRNA-target interactions with 360,000+ pairs, plus equal number of negative samples. Task: Binary Classification. Given a miRNA mature sequence and a target amino acid sequence, predict their likelihood of interaction. The miRNA is mmu-miR-187-3p with sequence UCGUGUCUUGUGUUGCAGCCGG. The protein sequence of the target gene is MSAGGDFGNPLRKFKLVFLGEQSVAKTSLITRFRYDSFDNTYQAIIGIDFLSKTMYLEDGTIGLRLWDTAGQERLRSLIPRYIRDSAAAVVVYDITNVNSFQQTTKWIDDVRTEGGSDVIITLVGNKTDLADKRQVSIEEGERKAKGLNVTFIETRAKAGYNVKQLFRRVAAALPGMESTQDGSREDMSDIKLEKPQEQTVSEGGCSCYSPMSSSTLPQKPPYSFIDCSVNIGLNLFPSLITFCNSSLLPVSWR. Result: 0 (no interaction).